This data is from Reaction yield outcomes from USPTO patents with 853,638 reactions. The task is: Predict the reaction yield, written as a fraction of the theoretical maximum amount of product (1.0 means a 100% yield; for example, 0.34 means a 34% yield). (1) The reactants are C([Li])CCC.Br[C:7]1[CH:8]=[CH:9][C:10]2[O:16][CH2:15][CH2:14][N:13]([C:17]([O:19][C:20]([CH3:23])([CH3:22])[CH3:21])=[O:18])[CH2:12][C:11]=2[CH:24]=1.CON(C)[C:28](=[O:30])[CH3:29].O. The catalyst is O1CCCC1. The product is [C:28]([C:7]1[CH:8]=[CH:9][C:10]2[O:16][CH2:15][CH2:14][N:13]([C:17]([O:19][C:20]([CH3:23])([CH3:22])[CH3:21])=[O:18])[CH2:12][C:11]=2[CH:24]=1)(=[O:30])[CH3:29]. The yield is 0.970. (2) The reactants are [C:1]([O:5][C:6]([N:8]([C:33]([O:35][C:36]([CH3:39])([CH3:38])[CH3:37])=[O:34])[C:9]1[N:14]=[C:13]([CH2:15][C@@H:16]2[C@H:20]([O:21][CH2:22][CH:23]=O)[CH2:19][N:18]([C:25]([O:27][C:28]([CH3:31])([CH3:30])[CH3:29])=[O:26])[CH2:17]2)[CH:12]=[C:11]([CH3:32])[CH:10]=1)=[O:7])([CH3:4])([CH3:3])[CH3:2].[F:40][C:41]1[CH:46]=[CH:45][CH:44]=[CH:43][C:42]=1[CH2:47][NH2:48].C(N(CC)CC)C. The catalyst is C(Cl)Cl. The product is [C:1]([O:5][C:6]([N:8]([C:33]([O:35][C:36]([CH3:38])([CH3:37])[CH3:39])=[O:34])[C:9]1[N:14]=[C:13]([CH2:15][C@@H:16]2[C@H:20]([O:21][CH2:22][CH2:23][NH:48][CH2:47][C:42]3[CH:43]=[CH:44][CH:45]=[CH:46][C:41]=3[F:40])[CH2:19][N:18]([C:25]([O:27][C:28]([CH3:30])([CH3:31])[CH3:29])=[O:26])[CH2:17]2)[CH:12]=[C:11]([CH3:32])[CH:10]=1)=[O:7])([CH3:2])([CH3:4])[CH3:3]. The yield is 0.910. (3) The reactants are [Cl:1][C:2]1[CH:3]=[CH:4][C:5]([N:8]2[CH:12]=[C:11]([CH2:13][CH2:14][CH2:15][OH:16])[C:10]([CH:17]([CH3:19])[CH3:18])=[N:9]2)=[N:6][CH:7]=1.[CH2:20]([C:22]1[C:23](O)=[C:24]([CH2:28][C:29]([O:31][CH3:32])=[O:30])[CH:25]=[CH:26][CH:27]=1)[CH3:21].C(P(CCCC)CCCC)CCC.N(C(N1CCCCC1)=O)=NC(N1CCCCC1)=O. The catalyst is O1CCCC1. The product is [Cl:1][C:2]1[CH:3]=[CH:4][C:5]([N:8]2[CH:12]=[C:11]([CH2:13][CH2:14][CH2:15][O:16][C:23]3[C:22]([CH2:20][CH3:21])=[CH:27][CH:26]=[CH:25][C:24]=3[CH2:28][C:29]([O:31][CH3:32])=[O:30])[C:10]([CH:17]([CH3:19])[CH3:18])=[N:9]2)=[N:6][CH:7]=1. The yield is 0.690. (4) The reactants are [CH:1]([N:14]1[C:22]2[C:17](=[CH:18][C:19]([Cl:23])=[CH:20][CH:21]=2)[C:16]([CH2:24][CH2:25][S:26]([C:29]2[CH:34]=[CH:33][C:32]([CH2:35][CH2:36][C:37]([O:39][CH2:40][CH3:41])=[O:38])=[CH:31][CH:30]=2)(=[O:28])=[O:27])=[C:15]1[CH2:42][CH2:43]OS(C)(=O)=O)([C:8]1[CH:13]=[CH:12][CH:11]=[CH:10][CH:9]=1)[C:2]1[CH:7]=[CH:6][CH:5]=[CH:4][CH:3]=1.[N-:49]=[N+:50]=[N-:51].[Na+].CN(C=O)C. The catalyst is O. The product is [N:49]([CH2:43][CH2:42][C:15]1[N:14]([CH:1]([C:2]2[CH:3]=[CH:4][CH:5]=[CH:6][CH:7]=2)[C:8]2[CH:9]=[CH:10][CH:11]=[CH:12][CH:13]=2)[C:22]2[C:17]([C:16]=1[CH2:24][CH2:25][S:26]([C:29]1[CH:34]=[CH:33][C:32]([CH2:35][CH2:36][C:37]([O:39][CH2:40][CH3:41])=[O:38])=[CH:31][CH:30]=1)(=[O:28])=[O:27])=[CH:18][C:19]([Cl:23])=[CH:20][CH:21]=2)=[N+:50]=[N-:51]. The yield is 0.960. (5) The reactants are [C:1]([O:5][C:6](=[O:29])[CH2:7][C@@H:8]([CH2:17][O:18][S:19]([C:22]1[CH:27]=[CH:26][C:25]([CH3:28])=[CH:24][CH:23]=1)(=[O:21])=[O:20])[CH2:9][C@H:10]([CH3:16])[CH2:11][CH2:12][CH2:13][CH2:14][CH3:15])([CH3:4])([CH3:3])[CH3:2].C(OC(=O)C[C@@H](CO)C[C@@H](C)CCCCC)(C)(C)C. No catalyst specified. The product is [C:1]([O:5][C:6](=[O:29])[CH2:7][C@@H:8]([CH2:17][O:18][S:19]([C:22]1[CH:27]=[CH:26][C:25]([CH3:28])=[CH:24][CH:23]=1)(=[O:21])=[O:20])[CH2:9][C@@H:10]([CH3:16])[CH2:11][CH2:12][CH2:13][CH2:14][CH3:15])([CH3:2])([CH3:3])[CH3:4]. The yield is 0.640. (6) The reactants are Cl[CH2:2][CH2:3][O:4][C:5]1[CH:6]=[N:7][CH:8]=[CH:9][CH:10]=1.[OH-].[NH4+:12]. The catalyst is CO. The product is [N:7]1[CH:8]=[CH:9][CH:10]=[C:5]([O:4][CH2:3][CH2:2][NH2:12])[CH:6]=1. The yield is 0.362. (7) The reactants are B(Cl)(Cl)Cl.[CH2:5]([NH:7][C:8]([C:10]1[C:14]([C:15]2[CH:20]=[CH:19][C:18]([CH2:21][N:22]3[CH2:27][CH2:26][O:25][CH2:24][CH2:23]3)=[CH:17][CH:16]=2)=[C:13]([C:28]2[CH:33]=[C:32]([Cl:34])[C:31]([O:35]CC3C=CC=CC=3)=[CH:30][C:29]=2[O:43]CC2C=CC=CC=2)[O:12][N:11]=1)=[O:9])[CH3:6].C([O-])(O)=O.[Na+]. The catalyst is C(Cl)Cl. The product is [CH2:5]([NH:7][C:8]([C:10]1[C:14]([C:15]2[CH:16]=[CH:17][C:18]([CH2:21][N:22]3[CH2:27][CH2:26][O:25][CH2:24][CH2:23]3)=[CH:19][CH:20]=2)=[C:13]([C:28]2[CH:33]=[C:32]([Cl:34])[C:31]([OH:35])=[CH:30][C:29]=2[OH:43])[O:12][N:11]=1)=[O:9])[CH3:6]. The yield is 0.640. (8) The reactants are [Br:1][C:2]1[CH:3]=[CH:4][C:5]2[N:9]=[C:8]([NH2:10])[N:7]([C:11]3[CH:16]=[CH:15][CH:14]=[CH:13][N:12]=3)[C:6]=2[CH:17]=1.N1C=CC=CC=1.[C:24](OC(=O)C)(=[O:26])[CH3:25]. The catalyst is CN(C1C=CN=CC=1)C.ClCCl. The product is [Br:1][C:2]1[CH:3]=[CH:4][C:5]2[N:9]=[C:8]([NH:10][C:24](=[O:26])[CH3:25])[N:7]([C:11]3[CH:16]=[CH:15][CH:14]=[CH:13][N:12]=3)[C:6]=2[CH:17]=1. The yield is 0.580.